From a dataset of Catalyst prediction with 721,799 reactions and 888 catalyst types from USPTO. Predict which catalyst facilitates the given reaction. (1) Reactant: [NH2:1][C:2]1[N:10]=[CH:9][N:8]=[C:7]2[C:3]=1[N:4]=[C:5]([N:11]1[C:19]3[CH2:18][C:17]([CH3:21])([CH3:20])[CH2:16][C:15](=[O:22])[C:14]=3[C:13]([CH3:23])=[N:12]1)[NH:6]2.C([O-])([O-])=O.[Cs+].[Cs+].Br[CH2:31][CH2:32][CH:33]=[C:34]([CH3:36])[CH3:35]. Product: [NH2:1][C:2]1[N:10]=[CH:9][N:8]=[C:7]2[C:3]=1[N:4]=[C:5]([N:11]1[C:19]3[CH2:18][C:17]([CH3:20])([CH3:21])[CH2:16][C:15](=[O:22])[C:14]=3[C:13]([CH3:23])=[N:12]1)[N:6]2[CH2:31][CH2:32][CH:33]=[C:34]([CH3:36])[CH3:35]. The catalyst class is: 3. (2) Reactant: [Br:1]Br.[C:3]([C:5]1[CH:10]=[CH:9][C:8]([C:11]2[N:12]=[C:13]3[CH:18]=[CH:17][CH:16]=[C:15]([C:19]([O:21][CH3:22])=[O:20])[N:14]3[CH:23]=2)=[CH:7][CH:6]=1)#[N:4]. Product: [Br:1][C:23]1[N:14]2[C:15]([C:19]([O:21][CH3:22])=[O:20])=[CH:16][CH:17]=[CH:18][C:13]2=[N:12][C:11]=1[C:8]1[CH:9]=[CH:10][C:5]([C:3]#[N:4])=[CH:6][CH:7]=1. The catalyst class is: 585.